From a dataset of NCI-60 drug combinations with 297,098 pairs across 59 cell lines. Regression. Given two drug SMILES strings and cell line genomic features, predict the synergy score measuring deviation from expected non-interaction effect. (1) Drug 1: C1C(C(OC1N2C=C(C(=O)NC2=O)F)CO)O. Drug 2: COC1=NC(=NC2=C1N=CN2C3C(C(C(O3)CO)O)O)N. Cell line: NCIH23. Synergy scores: CSS=3.60, Synergy_ZIP=-2.62, Synergy_Bliss=1.14, Synergy_Loewe=-9.04, Synergy_HSA=-1.70. (2) Drug 1: C1=CN(C(=O)N=C1N)C2C(C(C(O2)CO)O)O.Cl. Drug 2: CC1=C(C=C(C=C1)NC(=O)C2=CC=C(C=C2)CN3CCN(CC3)C)NC4=NC=CC(=N4)C5=CN=CC=C5. Cell line: BT-549. Synergy scores: CSS=10.3, Synergy_ZIP=-0.571, Synergy_Bliss=-1.84, Synergy_Loewe=-10.8, Synergy_HSA=-2.68. (3) Drug 1: C1=CC=C(C=C1)NC(=O)CCCCCCC(=O)NO. Drug 2: C1CN1C2=NC(=NC(=N2)N3CC3)N4CC4. Cell line: UO-31. Synergy scores: CSS=30.4, Synergy_ZIP=-4.55, Synergy_Bliss=2.32, Synergy_Loewe=6.13, Synergy_HSA=6.86. (4) Drug 1: CC12CCC(CC1=CCC3C2CCC4(C3CC=C4C5=CN=CC=C5)C)O. Drug 2: CCC(=C(C1=CC=CC=C1)C2=CC=C(C=C2)OCCN(C)C)C3=CC=CC=C3.C(C(=O)O)C(CC(=O)O)(C(=O)O)O. Cell line: HOP-62. Synergy scores: CSS=-2.37, Synergy_ZIP=3.37, Synergy_Bliss=2.86, Synergy_Loewe=-5.23, Synergy_HSA=-2.75. (5) Drug 1: C1=CC=C(C(=C1)C(C2=CC=C(C=C2)Cl)C(Cl)Cl)Cl. Drug 2: CC1CCC2CC(C(=CC=CC=CC(CC(C(=O)C(C(C(=CC(C(=O)CC(OC(=O)C3CCCCN3C(=O)C(=O)C1(O2)O)C(C)CC4CCC(C(C4)OC)O)C)C)O)OC)C)C)C)OC. Cell line: LOX IMVI. Synergy scores: CSS=2.27, Synergy_ZIP=-0.233, Synergy_Bliss=-0.200, Synergy_Loewe=1.03, Synergy_HSA=-1.16.